From a dataset of Catalyst prediction with 721,799 reactions and 888 catalyst types from USPTO. Predict which catalyst facilitates the given reaction. (1) Reactant: ClC1C(=O)C(C#N)=C(C#N)C(=O)C=1Cl.[CH2:15]([C:18]1[C:35]2[CH2:34][C:33]3[C:24](=[C:25]([CH2:39][CH2:40][CH3:41])[C:26]4[C:31]([C:32]=3[CH2:36][CH2:37][CH3:38])=[CH:30][CH:29]=[CH:28][CH:27]=4)[CH2:23][C:22]=2[C:21]([CH2:42][CH2:43][CH3:44])=[C:20]([C:45]([O:47][CH3:48])=[O:46])[C:19]=1[C:49]([O:51][CH3:52])=[O:50])[CH2:16][CH3:17]. Product: [CH3:52][O:51][C:49]([C:19]1[C:20]([C:45]([O:47][CH3:48])=[O:46])=[C:21]([CH2:42][CH2:43][CH3:44])[C:22]2[C:35](=[CH:34][C:33]3[C:24]([CH:23]=2)=[C:25]([CH2:39][CH2:40][CH3:41])[C:26]2[C:31](=[CH:30][CH:29]=[CH:28][CH:27]=2)[C:32]=3[CH2:36][CH2:37][CH3:38])[C:18]=1[CH2:15][CH2:16][CH3:17])=[O:50]. The catalyst class is: 12. (2) Reactant: [CH3:1][C:2]1[C:3]([NH2:23])=[N:4][C:5]([NH:8][C:9]2[CH:14]=[CH:13][C:12]([O:15][CH2:16][CH2:17][N:18]3[CH2:22][CH2:21][CH2:20][CH2:19]3)=[CH:11][CH:10]=2)=[N:6][CH:7]=1.[CH3:24][C:25]1([CH3:65])[C:51]2[C:46](=[C:47](P(C3C=CC=CC=3)C3C=CC=CC=3)[CH:48]=[CH:49][CH:50]=2)OC2C(P(C3C=CC=CC=3)C3C=CC=CC=3)=CC=C[C:26]1=2.C(=O)([O-])[O-].[Cs+].[Cs+]. Product: [N:18]1([CH2:17][CH2:16][O:15][C:12]2[CH:11]=[CH:10][C:9]([NH:8][C:5]3[N:4]=[C:3]([NH:23][C:5]4[N:4]=[C:3]([NH:23][C:47]5[CH:48]=[CH:49][CH:50]=[C:51]([C:25]([CH3:24])([CH3:26])[CH3:65])[CH:46]=5)[C:2]([CH3:1])=[CH:7][N:6]=4)[C:2]([CH3:1])=[CH:7][N:6]=3)=[CH:14][CH:13]=2)[CH2:22][CH2:21][CH2:20][CH2:19]1. The catalyst class is: 62. (3) Reactant: [Si:1]([O:8][C@@H:9]1[C@H:13]([CH2:14][O:15][Si](C(C)(C)C)(C)C)[CH2:12][C@@H:11]([NH:23][C:24]2[CH:29]=[C:28]([NH:30][C@@H:31]3[C:39]4[C:34](=[CH:35][CH:36]=[CH:37][CH:38]=4)[CH2:33][C@@H:32]3[O:40][CH3:41])[N:27]=[CH:26][N:25]=2)[CH2:10]1)([C:4]([CH3:7])([CH3:6])[CH3:5])([CH3:3])[CH3:2].CC(O)=O. Product: [Si:1]([O:8][C@@H:9]1[CH2:10][C@@H:11]([NH:23][C:24]2[CH:29]=[C:28]([NH:30][C@H:31]3[C:39]4[C:34](=[CH:35][CH:36]=[CH:37][CH:38]=4)[CH2:33][C@H:32]3[O:40][CH3:41])[N:27]=[CH:26][N:25]=2)[CH2:12][C@@H:13]1[CH2:14][OH:15])([C:4]([CH3:7])([CH3:5])[CH3:6])([CH3:3])[CH3:2]. The catalyst class is: 20. (4) Reactant: [OH:1][C:2]1[CH:7]=[CH:6][C:5]([CH2:8][C:9]([O:11][CH3:12])=[O:10])=[CH:4][CH:3]=1.C([O-])([O-])=O.[Cs+].[Cs+].Br[CH:20]([CH3:22])[CH3:21].Cl. Product: [CH3:21][CH:20]([O:1][C:2]1[CH:3]=[CH:4][C:5]([CH2:8][C:9]([O:11][CH3:12])=[O:10])=[CH:6][CH:7]=1)[CH3:22]. The catalyst class is: 3. (5) Reactant: [O:1]=[C:2]1[N:6]([C:7]2[CH:12]=[CH:11][C:10]([CH:13]([CH3:17])[C:14]([OH:16])=O)=[CH:9][CH:8]=2)[CH2:5][CH2:4][O:3]1.C(Cl)(=O)C(Cl)=O.C([C:27]1[S:31][C:30]([NH2:32])=[N:29][CH:28]=1)(C)C.[CH:33](N(CC)C(C)C)([CH3:35])[CH3:34]. Product: [CH:33]([C:28]1[N:29]=[C:30]([NH:32][C:14](=[O:16])[CH:13]([C:10]2[CH:9]=[CH:8][C:7]([N:6]3[CH2:5][CH2:4][O:3][C:2]3=[O:1])=[CH:12][CH:11]=2)[CH3:17])[S:31][CH:27]=1)([CH3:35])[CH3:34]. The catalyst class is: 120. (6) Reactant: CS[C:3]1[N:8]2[CH:9]=[CH:10][N:11]=[C:7]2[CH:6]=[C:5]([C:12]2[CH:17]=[CH:16][C:15]([N:18]3[CH2:23][CH2:22][O:21][CH2:20][CH2:19]3)=[CH:14][CH:13]=2)[N:4]=1.[OH-].[K+].C(O)(=[O:28])C. Product: [O:21]1[CH2:22][CH2:23][N:18]([C:15]2[CH:16]=[CH:17][C:12]([C:5]3[NH:4][C:3](=[O:28])[N:8]4[CH:9]=[CH:10][N:11]=[C:7]4[CH:6]=3)=[CH:13][CH:14]=2)[CH2:19][CH2:20]1. The catalyst class is: 58. (7) Reactant: [OH:1][NH:2][C:3]([C:5]1[CH:13]=[CH:12][C:11]2[NH:10][C:9]3[CH:14]([CH2:17][C:18]([O:20][CH2:21][CH3:22])=[O:19])[CH2:15][CH2:16][C:8]=3[C:7]=2[CH:6]=1)=[NH:4].[CH2:23]([NH:26][C:27]1[N:32]=[C:31]([C:33](O)=O)[CH:30]=[C:29]([C:36]([F:39])([F:38])[F:37])[CH:28]=1)[CH2:24][CH3:25].C(N(CC)CC)C.CN(C(ON1N=NC2C=CC=NC1=2)=[N+](C)C)C.F[P-](F)(F)(F)(F)F. Product: [CH2:23]([NH:26][C:27]1[N:32]=[C:31]([C:33]2[O:1][N:2]=[C:3]([C:5]3[CH:13]=[CH:12][C:11]4[NH:10][C:9]5[CH:14]([CH2:17][C:18]([O:20][CH2:21][CH3:22])=[O:19])[CH2:15][CH2:16][C:8]=5[C:7]=4[CH:6]=3)[N:4]=2)[CH:30]=[C:29]([C:36]([F:39])([F:37])[F:38])[CH:28]=1)[CH2:24][CH3:25]. The catalyst class is: 3. (8) Reactant: C([O:5][C:6](=[O:27])[C:7]1[CH:12]=[CH:11][C:10]([N+]([O-])=O)=[CH:9][C:8]=1[CH2:16][C:17]1[CH:22]=[CH:21][CH:20]=[CH:19][C:18]=1[C:23]([O:25][CH3:26])=[O:24])(C)(C)C.C(OC(=O)C1C=C([N+:40]([O-:42])=[O:41])C=CC=1I)(C)(C)C.C1(OC)C=CC=CC=1. Product: [CH3:26][O:25][C:23]([C:18]1[CH:19]=[CH:20][CH:21]=[CH:22][C:17]=1[CH2:16][C:8]1[CH:9]=[CH:10][C:11]([N+:40]([O-:42])=[O:41])=[CH:12][C:7]=1[C:6]([OH:5])=[O:27])=[O:24]. The catalyst class is: 55.